Dataset: Full USPTO retrosynthesis dataset with 1.9M reactions from patents (1976-2016). Task: Predict the reactants needed to synthesize the given product. (1) Given the product [CH2:3]([C:25]1[CH:26]=[C:27]([C:29]([F:32])([F:30])[F:31])[CH:28]=[C:20]([C:19]([F:33])([F:34])[F:18])[C:21]=1[C:22]([OH:24])=[O:23])[CH3:4], predict the reactants needed to synthesize it. The reactants are: CO[C:3]1C=C(C(F)(F)F)C=C(SC)[C:4]=1C(O)=O.[F:18][C:19]([F:34])([F:33])[C:20]1[CH:28]=[C:27]([C:29]([F:32])([F:31])[F:30])[CH:26]=[CH:25][C:21]=1[C:22]([OH:24])=[O:23].IC. (2) Given the product [O:27]1[CH:18]=[CH:17][CH:16]=[C:25]1[CH:24]=[C:21]1[CH2:20][CH2:19][C:18]2[C:23](=[CH:24][CH:25]=[C:16]([O:15][CH2:14][CH2:13][C:11]3[N:10]=[CH:9][NH:8][CH:12]=3)[CH:17]=2)[C:22]1=[O:26], predict the reactants needed to synthesize it. The reactants are: C(OC([N:8]1[CH:12]=[C:11]([CH2:13][CH2:14][O:15][C:16]2[CH:25]=[CH:24][C:23]3[C:22](=[O:26])[CH2:21][CH2:20][CH2:19][C:18]=3[CH:17]=2)[N:10]=[CH:9]1)=O)(C)(C)C.[OH-:27].[K+].